Dataset: Reaction yield outcomes from USPTO patents with 853,638 reactions. Task: Predict the reaction yield, written as a fraction of the theoretical maximum amount of product (1.0 means a 100% yield; for example, 0.34 means a 34% yield). (1) The reactants are [OH:1][C:2]1[CH:7]=[CH:6][C:5]([C:8]2[CH:9]=[C:10]3[C:14](=[CH:15][CH:16]=2)[CH:13]([C:17]([O:19]C)=[O:18])[CH2:12][CH2:11]3)=[CH:4][CH:3]=1.Cl[CH2:22][C:23]1[C:24]([C:31]2[C:36]([Cl:37])=[CH:35][CH:34]=[CH:33][C:32]=2[Cl:38])=[N:25][O:26][C:27]=1[CH:28]([CH3:30])[CH3:29].C(=O)([O-])[O-:40].[K+].[K+].[OH-].[Na+]. The catalyst is CN(C)C=O.C(OCC)(=O)C. The product is [Cl:38][C:32]1[CH:33]=[CH:34][CH:35]=[C:36]([Cl:37])[C:31]=1[C:24]1[C:23]([CH2:22][O:1][C:2]2[CH:3]=[CH:4][C:5]([C:8]3[CH:9]=[C:10]4[C:14](=[CH:15][CH:16]=3)[C:13]([OH:40])([C:17]([OH:19])=[O:18])[CH2:12][CH2:11]4)=[CH:6][CH:7]=2)=[C:27]([CH:28]([CH3:30])[CH3:29])[O:26][N:25]=1. The yield is 0.290. (2) The reactants are [CH3:1][O:2][C:3]1[CH:8]=[CH:7][C:6]([CH2:9][N:10]2[C:15](=[O:16])[C:14](/[CH:17]=[CH:18]/[C:19]([O:21][CH2:22][CH2:23][CH2:24][CH3:25])=[O:20])=[CH:13][C:12]([O:26]CC3C=CC(OC)=CC=3)=[N:11]2)=[CH:5][CH:4]=1.O1CCOCC1. The catalyst is C(O)C.[Pd]. The product is [CH3:1][O:2][C:3]1[CH:8]=[CH:7][C:6]([CH2:9][N:10]2[C:15](=[O:16])[C:14]([CH2:17][CH2:18][C:19]([O:21][CH2:22][CH2:23][CH2:24][CH3:25])=[O:20])=[CH:13][C:12](=[O:26])[NH:11]2)=[CH:5][CH:4]=1. The yield is 0.890. (3) The reactants are [NH2:1][CH:2]1[CH2:7][CH2:6][CH:5]([NH:8][C:9]2[N:17]=[C:16]3[C:12]([N:13]=[CH:14][N:15]3[CH:18]3[CH2:22][CH2:21][CH2:20][CH2:19]3)=[C:11]([NH:23][CH2:24][C:25]3[CH:30]=[CH:29][C:28](Br)=[CH:27][CH:26]=3)[N:10]=2)[CH2:4][CH2:3]1.[S:32]1[CH:36]=[CH:35][CH:34]=[C:33]1B(O)O.C1(P(C2C=CC=CC=2)C2C=CC=CC=2)C=CC=CC=1.C(=O)([O-])[O-].[Na+].[Na+]. The catalyst is COCCOC.O.C1C=CC(/C=C/C(/C=C/C2C=CC=CC=2)=O)=CC=1.C1C=CC(/C=C/C(/C=C/C2C=CC=CC=2)=O)=CC=1.[Pd]. The product is [NH2:1][CH:2]1[CH2:7][CH2:6][CH:5]([NH:8][C:9]2[N:17]=[C:16]3[C:12]([N:13]=[CH:14][N:15]3[CH:18]3[CH2:22][CH2:21][CH2:20][CH2:19]3)=[C:11]([NH:23][CH2:24][C:25]3[CH:30]=[CH:29][C:28]([C:33]4[S:32][CH:36]=[CH:35][CH:34]=4)=[CH:27][CH:26]=3)[N:10]=2)[CH2:4][CH2:3]1. The yield is 0.710. (4) The reactants are [F:1][C:2]1[CH:10]=[C:9]2[C:5]([C:6]([C:20]3[CH:21]=[N:22][NH:23][CH:24]=3)=[CH:7][N:8]2[S:11]([C:14]2[CH:19]=[CH:18][CH:17]=[CH:16][CH:15]=2)(=[O:13])=[O:12])=[CH:4][CH:3]=1.Br[CH2:26][CH2:27][OH:28].C([O-])([O-])=O.[K+].[K+]. The catalyst is CC#N. The product is [F:1][C:2]1[CH:10]=[C:9]2[C:5]([C:6]([C:20]3[CH:24]=[N:23][N:22]([CH2:26][CH2:27][OH:28])[CH:21]=3)=[CH:7][N:8]2[S:11]([C:14]2[CH:15]=[CH:16][CH:17]=[CH:18][CH:19]=2)(=[O:12])=[O:13])=[CH:4][CH:3]=1. The yield is 0.300. (5) The yield is 0.920. The catalyst is CCO. The product is [C:18]([O:17][C:15]([N:12]1[CH2:13][CH2:14][N:9]([C:6]2[CH:7]=[CH:8][C:3]([C:1]([OH:26])=[O:23])=[CH:4][C:5]=2[CH3:22])[CH2:10][CH2:11]1)=[O:16])([CH3:21])([CH3:20])[CH3:19]. The reactants are [C:1]([C:3]1[CH:8]=[CH:7][C:6]([N:9]2[CH2:14][CH2:13][N:12]([C:15]([O:17][C:18]([CH3:21])([CH3:20])[CH3:19])=[O:16])[CH2:11][CH2:10]2)=[C:5]([CH3:22])[CH:4]=1)#N.[OH-:23].[Na+].Cl.[OH2:26]. (6) No catalyst specified. The yield is 0.980. The reactants are [Cl:1][C:2]1[CH:9]=[CH:8][C:5]([C:6]#[N:7])=[CH:4][C:3]=1[N+:10]([O-])=O.O.O.[Sn](Cl)(Cl)(Cl)Cl. The product is [NH2:10][C:3]1[CH:4]=[C:5]([CH:8]=[CH:9][C:2]=1[Cl:1])[C:6]#[N:7]. (7) The reactants are [CH2:1]([C:3]1[N:7]([C:8]2[N:16]=[C:15]3[C:11]([N:12]=[C:13]([CH:18]=O)[N:14]3[CH3:17])=[C:10]([N:20]3[CH2:25][CH2:24][O:23][CH2:22][CH2:21]3)[N:9]=2)[C:6]2[CH:26]=[CH:27][CH:28]=[CH:29][C:5]=2[N:4]=1)[CH3:2].[NH:30]1[CH2:35][CH2:34][CH:33]([N:36]2[CH2:39][CH:38]([OH:40])[CH2:37]2)[CH2:32][CH2:31]1.C(O[BH-](OC(=O)C)OC(=O)C)(=O)C.[Na+]. The catalyst is ClCCCl. The product is [CH2:1]([C:3]1[N:7]([C:8]2[N:16]=[C:15]3[C:11]([N:12]=[C:13]([CH2:18][N:30]4[CH2:35][CH2:34][CH:33]([N:36]5[CH2:39][CH:38]([OH:40])[CH2:37]5)[CH2:32][CH2:31]4)[N:14]3[CH3:17])=[C:10]([N:20]3[CH2:25][CH2:24][O:23][CH2:22][CH2:21]3)[N:9]=2)[C:6]2[CH:26]=[CH:27][CH:28]=[CH:29][C:5]=2[N:4]=1)[CH3:2]. The yield is 0.680.